This data is from Full USPTO retrosynthesis dataset with 1.9M reactions from patents (1976-2016). The task is: Predict the reactants needed to synthesize the given product. (1) Given the product [C:61]([N:68]1[CH2:75][CH2:74][CH2:73][C@@H:69]1[C:70]([NH:8][C@H:9]([CH2:30][C:31]1[CH:36]=[CH:35][C:34]([Cl:37])=[CH:33][CH:32]=1)[C:10]([NH:12][N:13]1[CH2:17][CH2:16][C@H:15]([N:18]([CH:24]2[CH2:29][CH2:28][CH2:27][CH2:26][CH2:25]2)[C:19](=[O:23])[CH:20]([CH3:22])[CH3:21])[CH2:14]1)=[O:11])=[O:71])([O:63][C:64]([CH3:67])([CH3:66])[CH3:65])=[O:62], predict the reactants needed to synthesize it. The reactants are: OC(C(F)(F)F)=O.[NH2:8][C@H:9]([CH2:30][C:31]1[CH:36]=[CH:35][C:34]([Cl:37])=[CH:33][CH:32]=1)[C:10]([NH:12][N:13]1[CH2:17][CH2:16][C@H:15]([N:18]([CH:24]2[CH2:29][CH2:28][CH2:27][CH2:26][CH2:25]2)[C:19](=[O:23])[CH:20]([CH3:22])[CH3:21])[CH2:14]1)=[O:11].CCN(C(C)C)C(C)C.C(Cl)CCl.C1C=CC2N(O)N=NC=2C=1.[C:61]([N:68]1[CH2:75][CH2:74][CH2:73][C@@H:69]1[C:70](O)=[O:71])([O:63][C:64]([CH3:67])([CH3:66])[CH3:65])=[O:62]. (2) Given the product [CH2:1]([O:3][CH:4]([O:8][CH2:9][CH3:10])[CH2:5][CH2:6][NH:7][C:13](=[O:14])[C:12]([F:19])([F:18])[F:11])[CH3:2], predict the reactants needed to synthesize it. The reactants are: [CH2:1]([O:3][CH:4]([O:8][CH2:9][CH3:10])[CH2:5][CH2:6][NH2:7])[CH3:2].[F:11][C:12]([F:19])([F:18])[C:13](OCC)=[O:14]. (3) Given the product [ClH:29].[F:1][C:2]1[CH:7]=[CH:6][CH:5]=[CH:4][C:3]=1[CH:8]1[CH2:9][CH2:10][N:11]([S:14]([C:17]2[N:22]=[C:21]([N:23]3[CH2:28][CH2:27][NH:26][CH2:25][CH2:24]3)[CH:20]=[CH:19][CH:18]=2)(=[O:15])=[O:16])[CH2:12][CH2:13]1, predict the reactants needed to synthesize it. The reactants are: [F:1][C:2]1[CH:7]=[CH:6][CH:5]=[CH:4][C:3]=1[CH:8]1[CH2:13][CH2:12][N:11]([S:14]([C:17]2[N:22]=[C:21]([N:23]3[CH2:28][CH2:27][NH:26][CH2:25][CH2:24]3)[CH:20]=[CH:19][CH:18]=2)(=[O:16])=[O:15])[CH2:10][CH2:9]1.[ClH:29]. (4) Given the product [CH2:15]([O:14][C:12]([N:8]1[CH2:9][CH2:10][CH2:11][CH:7]1[CH:6]=[CH:5][CH2:4][OH:3])=[O:13])[C:16]1[CH:21]=[CH:20][CH:19]=[CH:18][CH:17]=1, predict the reactants needed to synthesize it. The reactants are: C([O:3][C:4](=O)[CH:5]=[CH:6][CH:7]1[CH2:11][CH2:10][CH2:9][N:8]1[C:12]([O:14][CH2:15][C:16]1[CH:21]=[CH:20][CH:19]=[CH:18][CH:17]=1)=[O:13])C.[H-].C([Al+]CC(C)C)C(C)C.